This data is from Retrosynthesis with 50K atom-mapped reactions and 10 reaction types from USPTO. The task is: Predict the reactants needed to synthesize the given product. Given the product Cc1ncc(I)n1C(=O)OC(C)(C)C, predict the reactants needed to synthesize it. The reactants are: CC(C)(C)OC(=O)OC(=O)OC(C)(C)C.Cc1ncc(I)[nH]1.